Dataset: Reaction yield outcomes from USPTO patents with 853,638 reactions. Task: Predict the reaction yield, written as a fraction of the theoretical maximum amount of product (1.0 means a 100% yield; for example, 0.34 means a 34% yield). (1) The reactants are [N:1]([C:4]1[CH:9]=[CH:8][C:7]([N:10]2[CH2:15][CH2:14][N:13]([CH3:16])[CH2:12][CH2:11]2)=[CH:6][CH:5]=1)=[C:2]=[S:3].[N:17]#[C:18][NH2:19].CC(C)([O-])C.[K+].Br[CH2:27][C:28]([C:30]1[CH:35]=[CH:34][CH:33]=[C:32]([S:36][CH3:37])[CH:31]=1)=[O:29]. The catalyst is C(#N)C.C(O)(C)(C)C.C(OCC)(=O)C. The product is [NH2:17][C:18]1[N:19]=[C:2]([NH:1][C:4]2[CH:5]=[CH:6][C:7]([N:10]3[CH2:11][CH2:12][N:13]([CH3:16])[CH2:14][CH2:15]3)=[CH:8][CH:9]=2)[S:3][C:27]=1[C:28]([C:30]1[CH:35]=[CH:34][CH:33]=[C:32]([S:36][CH3:37])[CH:31]=1)=[O:29]. The yield is 0.500. (2) The product is [CH2:18]([O:17][C:15]([C:9]1([O:8][Si:1]([C:4]([CH3:5])([CH3:6])[CH3:7])([CH3:2])[CH3:3])[CH2:11][CH:10]1[NH:22][C:26]([O:53][CH2:46][C:47]1[CH:52]=[CH:51][CH:50]=[CH:49][CH:48]=1)=[O:36])=[O:16])[CH3:19]. The catalyst is C1(C)C=CC=CC=1.C(OCC)(=O)C. The yield is 0.300. The reactants are [Si:1]([O:8][C:9]1([C:15]([O:17][CH2:18][CH3:19])=[O:16])[CH2:11][CH:10]1C(O)=O)([C:4]([CH3:7])([CH3:6])[CH3:5])([CH3:3])[CH3:2].CC[N:22]([CH:26](C)C)C(C)C.C1C=CC(P(N=[N+]=[N-])(C2C=CC=CC=2)=[O:36])=CC=1.[CH2:46]([OH:53])[C:47]1[CH:52]=[CH:51][CH:50]=[CH:49][CH:48]=1. (3) The reactants are [F:1][C:2]1[CH:7]=[CH:6][CH:5]=[C:4]([F:8])[C:3]=1[C:9]1[C:10]([C:16]#[N:17])=[C:11](F)[CH:12]=[CH:13][CH:14]=1.O.[NH2:19][NH2:20].CC1(C)OC(=O)[CH:25]([C:29]([CH:31]2[CH2:36][CH2:35][N:34]([C:37]([O:39][C:40]([CH3:43])([CH3:42])[CH3:41])=[O:38])[CH2:33][CH2:32]2)=O)[C:24](=O)[O:23]1.P([O-])([O-])([O-])=O.[K+].[K+].[K+]. The catalyst is C(O)C.C(#N)C. The product is [F:1][C:2]1[CH:7]=[CH:6][CH:5]=[C:4]([F:8])[C:3]=1[C:9]1[C:10]2[C:11]([CH:12]=[CH:13][CH:14]=1)=[N:20][N:19]1[C:29]([CH:31]3[CH2:36][CH2:35][N:34]([C:37]([O:39][C:40]([CH3:43])([CH3:42])[CH3:41])=[O:38])[CH2:33][CH2:32]3)=[CH:25][C:24](=[O:23])[NH:17][C:16]=21. The yield is 0.280.